This data is from Peptide-MHC class II binding affinity with 134,281 pairs from IEDB. The task is: Regression. Given a peptide amino acid sequence and an MHC pseudo amino acid sequence, predict their binding affinity value. This is MHC class II binding data. (1) The peptide sequence is VRPIDDRFGLALSHL. The MHC is DRB3_0202 with pseudo-sequence DRB3_0202. The binding affinity (normalized) is 0.468. (2) The peptide sequence is EKKYFAATQFEPLAN. The MHC is HLA-DQA10101-DQB10501 with pseudo-sequence HLA-DQA10101-DQB10501. The binding affinity (normalized) is 0.391. (3) The peptide sequence is SGQVVTYALNTITNLKK. The MHC is HLA-DQA10501-DQB10402 with pseudo-sequence HLA-DQA10501-DQB10402. The binding affinity (normalized) is 0.388. (4) The peptide sequence is EKKAFAATQFEPLAA. The MHC is HLA-DQA10301-DQB10302 with pseudo-sequence HLA-DQA10301-DQB10302. The binding affinity (normalized) is 0.519. (5) The peptide sequence is YPKFLANVSTVLTGK. The MHC is DRB1_0101 with pseudo-sequence DRB1_0101. The binding affinity (normalized) is 0.937.